This data is from Full USPTO retrosynthesis dataset with 1.9M reactions from patents (1976-2016). The task is: Predict the reactants needed to synthesize the given product. (1) Given the product [C:1]([C:5]1[CH:6]=[C:7]([NH:11][C:12](=[O:25])[C:13]2[CH:14]=[CH:15][C:16]([CH:19]3[CH2:24][CH2:23][N:22]([C:34](=[O:35])[CH2:33][CH2:32][C:30]4[O:29][N:28]=[C:27]([OH:26])[CH:31]=4)[CH2:21][CH2:20]3)=[CH:17][CH:18]=2)[CH:8]=[CH:9][CH:10]=1)([CH3:4])([CH3:2])[CH3:3], predict the reactants needed to synthesize it. The reactants are: [C:1]([C:5]1[CH:6]=[C:7]([NH:11][C:12](=[O:25])[C:13]2[CH:18]=[CH:17][C:16]([CH:19]3[CH2:24][CH2:23][NH:22][CH2:21][CH2:20]3)=[CH:15][CH:14]=2)[CH:8]=[CH:9][CH:10]=1)([CH3:4])([CH3:3])[CH3:2].[OH:26][C:27]1[CH:31]=[C:30]([CH2:32][CH2:33][C:34](O)=[O:35])[O:29][N:28]=1. (2) The reactants are: [N:1]1([C:6]2[CH:29]=[CH:28][C:9]([O:10][CH2:11][C@H:12]3[C@H:21]([NH:22][S:23]([CH2:26][CH3:27])(=[O:25])=[O:24])[CH2:20][CH2:19][C:14]4(OCC[O:15]4)[CH2:13]3)=[CH:8][CH:7]=2)[CH:5]=[CH:4][CH:3]=[N:2]1.Cl. Given the product [O:15]=[C:14]1[CH2:19][CH2:20][C@@H:21]([NH:22][S:23]([CH2:26][CH3:27])(=[O:25])=[O:24])[C@H:12]([CH2:11][O:10][C:9]2[CH:8]=[CH:7][C:6]([N:1]3[CH:5]=[CH:4][CH:3]=[N:2]3)=[CH:29][CH:28]=2)[CH2:13]1, predict the reactants needed to synthesize it. (3) The reactants are: [CH3:1][O:2][C:3]([C:5]1[C:10](=[O:11])[N:9]([C:12]2[CH:17]=[CH:16][CH:15]=[C:14]([C:18]([F:21])([F:20])[F:19])[CH:13]=2)[C:8]([CH3:22])=[C:7](Br)[N:6]=1)=[O:4].CC1(C)C(C)(C)OB([C:32]2[N:36]([C:37]3[CH:44]=[CH:43][C:40]([C:41]#[N:42])=[CH:39][CH:38]=3)[N:35]=[CH:34][CH:33]=2)O1.C([O-])(=O)C.[Na+]. Given the product [CH3:1][O:2][C:3]([C:5]1[C:10](=[O:11])[N:9]([C:12]2[CH:17]=[CH:16][CH:15]=[C:14]([C:18]([F:21])([F:20])[F:19])[CH:13]=2)[C:8]([CH3:22])=[C:7]([C:32]2[N:36]([C:37]3[CH:44]=[CH:43][C:40]([C:41]#[N:42])=[CH:39][CH:38]=3)[N:35]=[CH:34][CH:33]=2)[N:6]=1)=[O:4], predict the reactants needed to synthesize it.